Dataset: Forward reaction prediction with 1.9M reactions from USPTO patents (1976-2016). Task: Predict the product of the given reaction. Given the reactants [Cl:1][C:2]1[C:11]2[C:6](=[CH:7][CH:8]=[CH:9][CH:10]=2)[C:5]([NH2:12])=[N:4][N:3]=1.Br[CH2:14][C:15](=O)[C:16]([F:19])([F:18])[F:17], predict the reaction product. The product is: [Cl:1][C:2]1[C:11]2[C:6](=[CH:7][CH:8]=[CH:9][CH:10]=2)[C:5]2=[N:12][C:15]([C:16]([F:19])([F:18])[F:17])=[CH:14][N:4]2[N:3]=1.